This data is from Reaction yield outcomes from USPTO patents with 853,638 reactions. The task is: Predict the reaction yield, written as a fraction of the theoretical maximum amount of product (1.0 means a 100% yield; for example, 0.34 means a 34% yield). (1) The reactants are ON1C2C=CC=CC=2N=N1.[F:11][C:12]1[CH:18]=[CH:17][C:15]([NH2:16])=[CH:14][CH:13]=1.CN1CCOCC1.Cl.[CH3:27][N:28]([CH3:45])[C:29]1([C:39]2[CH:44]=[CH:43][CH:42]=[CH:41][CH:40]=2)[CH2:34][CH2:33][C:32](=[CH:35][C:36](O)=[O:37])[CH2:31][CH2:30]1.C1(N=C=NC2CCCCC2)CCCCC1.[OH-].[Na+]. The catalyst is CN(C)C=O.O. The yield is 0.820. The product is [CH3:45][N:28]([CH3:27])[C:29]1([C:39]2[CH:40]=[CH:41][CH:42]=[CH:43][CH:44]=2)[CH2:34][CH2:33][C:32](=[CH:35][C:36]([NH:16][C:15]2[CH:17]=[CH:18][C:12]([F:11])=[CH:13][CH:14]=2)=[O:37])[CH2:31][CH2:30]1. (2) The reactants are CS(Cl)(=O)=O.[CH3:6][C:7]1[N:12]=[C:11]([CH2:13][OH:14])[CH:10]=[CH:9][CH:8]=1.C(N(CC)C(C)C)(C)C.[Cl:24][C:25]1[CH:30]=[C:29]([NH:31][C:32]2[C:41]3[C:36](=[CH:37][CH:38]=[CH:39][C:40]=3[O:42][CH2:43][CH:44]3[CH2:49][CH2:48][N:47]([C:50](=[O:53])[CH2:51][OH:52])[CH2:46][CH2:45]3)[N:35]=[CH:34][N:33]=2)[CH:28]=[CH:27][C:26]=1O.C(=O)([O-])[O-].[K+].[K+]. The catalyst is C(Cl)Cl.CC(N(C)C)=O. The product is [Cl:24][C:25]1[CH:30]=[C:29]([NH:31][C:32]2[C:41]3[C:36](=[CH:37][CH:38]=[CH:39][C:40]=3[O:42][CH2:43][CH:44]3[CH2:45][CH2:46][N:47]([C:50](=[O:53])[CH2:51][OH:52])[CH2:48][CH2:49]3)[N:35]=[CH:34][N:33]=2)[CH:28]=[CH:27][C:26]=1[O:14][CH2:13][C:11]1[CH:10]=[CH:9][CH:8]=[C:7]([CH3:6])[N:12]=1. The yield is 0.180. (3) The reactants are [Br:1][C:2]1[CH:3]=[C:4]([CH:7]=[C:8]([F:10])[CH:9]=1)[CH:5]=O.[CH3:11][S:12]([NH2:15])(=[O:14])=[O:13].[BH-](OC(C)=O)(OC(C)=O)OC(C)=O.[Na+]. The product is [Br:1][C:2]1[CH:3]=[C:4]([CH:7]=[C:8]([F:10])[CH:9]=1)[CH2:5][NH:15][S:12]([CH3:11])(=[O:14])=[O:13]. The catalyst is ClCCCl. The yield is 0.939. (4) The yield is 0.840. The reactants are [CH3:1][O:2][C:3]1[CH:4]=[N:5][C:6]([NH2:9])=[N:7][CH:8]=1.[C:10](Cl)(=[O:16])[CH2:11][CH2:12][CH2:13][CH2:14][CH3:15].NCC(O)=O. The product is [CH3:1][O:2][C:3]1[CH:4]=[N:5][C:6]([NH:9][C:10](=[O:16])[CH2:11][CH2:12][CH2:13][CH2:14][CH3:15])=[N:7][CH:8]=1. The catalyst is N1C=CC=CC=1. (5) The reactants are [Cl:1][C:2]1[CH:6]=[N:5][N:4]([CH3:7])[C:3]=1[C:8]1[CH:9]=[C:10]([NH2:16])[CH:11]=[CH:12][C:13]=1[O:14][CH3:15].[C:17]([C:20]1[CH:21]=[C:22]([N:26]=[C:27]=[O:28])[CH:23]=[CH:24][CH:25]=1)(=[O:19])[CH3:18]. No catalyst specified. The product is [C:17]([C:20]1[CH:21]=[C:22]([NH:26][C:27]([NH:16][C:10]2[CH:11]=[CH:12][C:13]([O:14][CH3:15])=[C:8]([C:3]3[N:4]([CH3:7])[N:5]=[CH:6][C:2]=3[Cl:1])[CH:9]=2)=[O:28])[CH:23]=[CH:24][CH:25]=1)(=[O:19])[CH3:18]. The yield is 0.0600. (6) The reactants are [C:1]([O:4][C:5]1[CH:10]=[CH:9][CH:8]=[CH:7][C:6]=1[C:11](=[O:23])[NH:12][C:13]1[CH:18]=[CH:17][CH:16]=[C:15](C(F)(F)F)[CH:14]=1)(=[O:3])[CH3:2].Cl.[CH3:25][S:26](C1C=C(C=CC=1)N)(=[O:28])=[O:27].CCN(C(C)C)C(C)C. No catalyst specified. The product is [C:1]([O:4][C:5]1[CH:10]=[CH:9][CH:8]=[CH:7][C:6]=1[C:11](=[O:23])[NH:12][C:13]1[CH:18]=[CH:17][CH:16]=[C:15]([S:26]([CH3:25])(=[O:28])=[O:27])[CH:14]=1)(=[O:3])[CH3:2]. The yield is 0.890. (7) The yield is 0.820. The catalyst is CCO.N1CCCCC1. The product is [Cl:12][C:13]1[CH:14]=[C:15]([CH:18]=[CH:19][C:20]=1[Cl:21])[CH:16]=[C:2]1[C:1](=[O:11])[C:9]2[C:4](=[CH:5][CH:6]=[CH:7][CH:8]=2)[C:3]1=[O:10]. The reactants are [C:1]1(=[O:11])[C:9]2[C:4](=[CH:5][CH:6]=[CH:7][CH:8]=2)[C:3](=[O:10])[CH2:2]1.[Cl:12][C:13]1[CH:14]=[C:15]([CH:18]=[CH:19][C:20]=1[Cl:21])[CH:16]=O.